This data is from Rat liver microsome stability data. The task is: Regression/Classification. Given a drug SMILES string, predict its absorption, distribution, metabolism, or excretion properties. Task type varies by dataset: regression for continuous measurements (e.g., permeability, clearance, half-life) or binary classification for categorical outcomes (e.g., BBB penetration, CYP inhibition). Dataset: rlm. The drug is N#Cc1ccccc1Cn1c(N2CCC[C@@H](N)C2)nc2ccc(Br)cc2c1=O. The result is 0 (unstable in rat liver microsomes).